This data is from Forward reaction prediction with 1.9M reactions from USPTO patents (1976-2016). The task is: Predict the product of the given reaction. (1) Given the reactants C(=O)([O-])[O-].[Cs+].[Cs+].[Cl:7][C:8]1[CH:29]=[CH:28][C:11]([CH2:12][NH:13][C:14]([C:16]2[C:17]([OH:27])=[C:18]3[CH:24]=[C:23]([CH2:25][OH:26])[S:22][C:19]3=[N:20][CH:21]=2)=[O:15])=[CH:10][CH:9]=1.I[CH2:31][CH2:32][CH2:33][O:34][CH:35]1[CH2:40][CH2:39][CH2:38][CH2:37][O:36]1, predict the reaction product. The product is: [Cl:7][C:8]1[CH:9]=[CH:10][C:11]([CH2:12][NH:13][C:14]([C:16]2[C:17](=[O:27])[C:18]3[CH:24]=[C:23]([CH2:25][OH:26])[S:22][C:19]=3[N:20]([CH2:31][CH2:32][CH2:33][O:34][CH:35]3[CH2:40][CH2:39][CH2:38][CH2:37][O:36]3)[CH:21]=2)=[O:15])=[CH:28][CH:29]=1. (2) Given the reactants [CH3:1][O:2][C:3]1[N:8]=[C:7]2[C:9]([C:13]3[NH:23][C:16]4[N:17]=[CH:18][CH:19]=[C:20]([CH:21]=[O:22])[C:15]=4[CH:14]=3)=[CH:10][N:11]([CH3:12])[C:6]2=[CH:5][C:4]=1[O:24][CH3:25].[BH4-].[Na+], predict the reaction product. The product is: [CH3:1][O:2][C:3]1[N:8]=[C:7]2[C:9]([C:13]3[NH:23][C:16]4=[N:17][CH:18]=[CH:19][C:20]([CH2:21][OH:22])=[C:15]4[CH:14]=3)=[CH:10][N:11]([CH3:12])[C:6]2=[CH:5][C:4]=1[O:24][CH3:25].